Dataset: Orexin1 receptor HTS with 218,158 compounds and 233 confirmed actives. Task: Binary Classification. Given a drug SMILES string, predict its activity (active/inactive) in a high-throughput screening assay against a specified biological target. The result is 0 (inactive). The compound is Clc1c(CNC(=O)CSc2[nH]ncn2)cccc1.